From a dataset of HIV replication inhibition screening data with 41,000+ compounds from the AIDS Antiviral Screen. Binary Classification. Given a drug SMILES string, predict its activity (active/inactive) in a high-throughput screening assay against a specified biological target. (1) The compound is Cc1cn(CC2COC(CO)O2)c(=O)[nH]c1=O. The result is 0 (inactive). (2) The compound is Cc1cc(CO)c(O)c(CNCc2cc(C)cc(CO)c2O)c1. The result is 0 (inactive). (3) The drug is Nc1ccc(S(=O)(=O)O)cc1[N+](=O)[O-]. The result is 0 (inactive). (4) The drug is CC(C)OP(=O)(OC(C)C)C(Nc1cccc(C(F)(F)F)c1)c1ccccc1. The result is 0 (inactive). (5) The compound is O=S(OC12CC3CC(CC(C3)C1)C2)c1cc(Cl)cc(Cl)c1OCc1ccccc1. The result is 0 (inactive). (6) The drug is COC(=O)CCC(=O)c1ccc2c(c1)CC1(C2)Cc2ccc3c(c2C1)CCCC3=O. The result is 0 (inactive). (7) The drug is CCc1ccccc1NC(=O)CCc1n[nH]c(=S)[nH]1. The result is 0 (inactive).